From a dataset of Full USPTO retrosynthesis dataset with 1.9M reactions from patents (1976-2016). Predict the reactants needed to synthesize the given product. (1) Given the product [OH:1][C@@:2]1([C:9]#[C:10][C:11]2[CH:12]=[C:13]([N:17]3[C:21]4[CH2:22][CH2:23][CH2:24][C:20]=4[C:19]([C:25]([NH2:30])=[O:27])=[N:18]3)[CH:14]=[CH:15][CH:16]=2)[CH2:6][CH2:5][N:4]([CH3:7])[C:3]1=[O:8], predict the reactants needed to synthesize it. The reactants are: [OH:1][C@@:2]1([C:9]#[C:10][C:11]2[CH:12]=[C:13]([N:17]3[C:21]4[CH2:22][CH2:23][CH2:24][C:20]=4[C:19]([C:25]([O:27]CC)=O)=[N:18]3)[CH:14]=[CH:15][CH:16]=2)[CH2:6][CH2:5][N:4]([CH3:7])[C:3]1=[O:8].[NH3:30]. (2) The reactants are: [Cl:1][C:2]1[CH:29]=[CH:28][C:5]2[NH:6][C:7](=[O:27])[CH:8]([CH2:19][C:20]3[CH:25]=[CH:24][CH:23]=[CH:22][C:21]=3[CH3:26])[N:9]=[C:10]([C:11]3[CH:16]=[CH:15][C:14]([O:17]C)=[CH:13][CH:12]=3)[C:4]=2[CH:3]=1.CCS.[Al](Br)(Br)Br. Given the product [Cl:1][C:2]1[CH:29]=[CH:28][C:5]2[NH:6][C:7](=[O:27])[CH:8]([CH2:19][C:20]3[CH:25]=[CH:24][CH:23]=[CH:22][C:21]=3[CH3:26])[N:9]=[C:10]([C:11]3[CH:16]=[CH:15][C:14]([OH:17])=[CH:13][CH:12]=3)[C:4]=2[CH:3]=1, predict the reactants needed to synthesize it. (3) Given the product [C:11]([O:10][C:8]([NH:7][C@@H:3]([C@@H:2]([NH:1][C:21]1[CH:22]=[C:23]([C:24]#[N:25])[CH:26]=[CH:27][C:28]=1[N+:29]([O-:31])=[O:30])[CH3:15])[C:4]([OH:6])=[O:5])=[O:9])([CH3:14])([CH3:13])[CH3:12], predict the reactants needed to synthesize it. The reactants are: [NH2:1][C@@H:2]([CH3:15])[C@H:3]([NH:7][C:8]([O:10][C:11]([CH3:14])([CH3:13])[CH3:12])=[O:9])[C:4]([OH:6])=[O:5].CS(C)=O.F[C:21]1[CH:22]=[C:23]([CH:26]=[CH:27][C:28]=1[N+:29]([O-:31])=[O:30])[C:24]#[N:25].C(=O)(O)[O-].[Na+]. (4) The reactants are: [C:1]1([C:7]2[C:8](=[O:12])[O:9][CH2:10][CH:11]=2)[CH:6]=[CH:5][CH:4]=[CH:3][CH:2]=1.CC(C)(O)[C:15]#[N:16].CN(C)C(=N)N(C)C.Cl. Given the product [O:12]=[C:8]1[O:9][CH2:10][CH:11]([C:15]#[N:16])[CH:7]1[C:1]1[CH:2]=[CH:3][CH:4]=[CH:5][CH:6]=1, predict the reactants needed to synthesize it. (5) Given the product [OH:1][C:2]1[CH:3]=[CH:4][C:5]([C:8]2[N:13]=[C:12]([NH:14][C:15]3[CH:23]=[CH:22][C:18]([C:19]([NH:34][CH2:27][CH2:26][N:28]4[CH2:31][CH2:32][CH2:30][CH2:29]4)=[O:20])=[C:17]([O:24][CH3:25])[CH:16]=3)[CH:11]=[N:10][CH:9]=2)=[CH:6][CH:7]=1, predict the reactants needed to synthesize it. The reactants are: [OH:1][C:2]1[CH:7]=[CH:6][C:5]([C:8]2[N:13]=[C:12]([NH:14][C:15]3[CH:23]=[CH:22][C:18]([C:19](O)=[O:20])=[C:17]([O:24][CH3:25])[CH:16]=3)[CH:11]=[N:10][CH:9]=2)=[CH:4][CH:3]=1.[CH2:26]([N:28]([CH2:31][CH3:32])[CH2:29][CH3:30])[CH3:27].C[N:34](C(ON1N=NC2C=CC=CC1=2)=[N+](C)C)C.[B-](F)(F)(F)F. (6) Given the product [CH2:26]([N:5]([C:6]1[CH:11]=[C:10]([O:12][CH3:13])[CH:9]=[CH:8][C:7]=1[CH:14]1[CH2:23][CH2:22][C:21]2[C:16](=[CH:17][CH:18]=[C:19]([O:24][CH3:25])[CH:20]=2)[CH2:15]1)[C:3](=[O:4])[CH2:2][N:28]1[CH2:33][CH2:32][CH2:31][CH2:30][CH2:29]1)[CH3:27], predict the reactants needed to synthesize it. The reactants are: Cl[CH2:2][C:3]([N:5]([CH2:26][CH3:27])[C:6]1[CH:11]=[C:10]([O:12][CH3:13])[CH:9]=[CH:8][C:7]=1[CH:14]1[CH2:23][CH2:22][C:21]2[C:16](=[CH:17][CH:18]=[C:19]([O:24][CH3:25])[CH:20]=2)[CH2:15]1)=[O:4].[NH:28]1[CH2:33][CH2:32][CH2:31][CH2:30][CH2:29]1.C(=O)([O-])[O-].[K+].[K+].C(=O)(O)[O-].[Na+]. (7) Given the product [ClH:47].[C:37]1([C:40]2[CH:41]=[CH:42][CH:43]=[CH:44][CH:45]=2)[CH:36]=[CH:35][C:34]([CH2:33][CH:22]([NH:23][S:24]([C:27]2[CH:28]=[N:29][CH:30]=[CH:31][CH:32]=2)(=[O:25])=[O:26])[C:18]2[N:17]=[C:16]([NH:8][CH2:7][C:6]([OH:46])=[O:5])[CH:21]=[CH:20][CH:19]=2)=[CH:39][CH:38]=1, predict the reactants needed to synthesize it. The reactants are: C([O:5][C:6](=[O:46])[CH2:7][N:8]([C:16]1[CH:21]=[CH:20][CH:19]=[C:18]([CH:22]([CH2:33][C:34]2[CH:39]=[CH:38][C:37]([C:40]3[CH:45]=[CH:44][CH:43]=[CH:42][CH:41]=3)=[CH:36][CH:35]=2)[NH:23][S:24]([C:27]2[CH:28]=[N:29][CH:30]=[CH:31][CH:32]=2)(=[O:26])=[O:25])[N:17]=1)C(OC(C)(C)C)=O)(C)(C)C.[ClH:47].O1CCOCC1.